Task: Predict the reactants needed to synthesize the given product.. Dataset: Full USPTO retrosynthesis dataset with 1.9M reactions from patents (1976-2016) (1) Given the product [NH:1]1[CH:5]=[CH:4][N:3]=[C:2]1[C@@H:6]([NH:14][C:27](=[O:28])[CH2:26][N:19]1[C:20]2[CH2:21][CH2:22][CH2:23][CH2:24][C:25]=2[C:17]([C:16]([F:30])([F:15])[F:31])=[N:18]1)[CH2:7][C:8]1[CH:9]=[CH:10][CH:11]=[CH:12][CH:13]=1, predict the reactants needed to synthesize it. The reactants are: [NH:1]1[CH:5]=[CH:4][N:3]=[C:2]1[C@@H:6]([NH2:14])[CH2:7][C:8]1[CH:13]=[CH:12][CH:11]=[CH:10][CH:9]=1.[F:15][C:16]([F:31])([F:30])[C:17]1[C:25]2[CH2:24][CH2:23][CH2:22][CH2:21][C:20]=2[N:19]([CH2:26][C:27](O)=[O:28])[N:18]=1.CN(C(ON1N=NC2C=CC=NC1=2)=[N+](C)C)C.F[P-](F)(F)(F)(F)F.C(N(C(C)C)CC)(C)C. (2) Given the product [Cl:1][C:2]1[CH:7]=[C:6]([NH:8][C:47]2[N:51]=[CH:50][N:49]([CH2:52][C:53]3[CH:58]=[CH:57][C:56]([O:59][CH3:60])=[CH:55][CH:54]=3)[N:48]=2)[CH:5]=[C:4]([Cl:9])[N:3]=1, predict the reactants needed to synthesize it. The reactants are: [Cl:1][C:2]1[CH:7]=[C:6]([NH2:8])[CH:5]=[C:4]([Cl:9])[N:3]=1.CC(C)([O-])C.[Na+].C(P(C(C)(C)C)C1C=CC=CC=1C1C(C(C)C)=CC(C(C)C)=CC=1C(C)C)(C)(C)C.Br[C:47]1[N:51]=[CH:50][N:49]([CH2:52][C:53]2[CH:58]=[CH:57][C:56]([O:59][CH3:60])=[CH:55][CH:54]=2)[N:48]=1. (3) Given the product [F:1][C:2]1[CH:3]=[C:4]2[C:8](=[CH:9][CH:10]=1)[CH2:7][C:6]([NH:14][C:15](=[O:26])[C:16]1[CH:21]=[CH:20][CH:19]=[C:18]([CH3:22])[C:17]=1[CH2:23][CH:24]([CH3:27])[CH3:25])([C:11]([OH:13])=[O:12])[CH2:5]2, predict the reactants needed to synthesize it. The reactants are: [F:1][C:2]1[CH:3]=[C:4]2[C:8](=[CH:9][CH:10]=1)[CH2:7][C:6]([NH:14][C:15](=[O:26])[C:16]1[CH:21]=[CH:20][CH:19]=[C:18]([CH3:22])[C:17]=1/[CH:23]=[CH:24]/[CH3:25])([C:11]([OH:13])=[O:12])[CH2:5]2.[CH3:27]CO. (4) Given the product [ClH:31].[ClH:34].[S:8]1[CH:12]=[CH:11][C:10]2[C:13]([N:17]3[CH2:22][CH2:21][NH:20][CH2:19][CH:18]3[CH3:30])=[CH:14][CH:15]=[CH:16][C:9]1=2, predict the reactants needed to synthesize it. The reactants are: FC(F)(F)C(O)=O.[S:8]1[CH:12]=[CH:11][C:10]2[C:13]([N:17]3[CH2:22][CH2:21][N:20](C(OC(C)(C)C)=O)[CH2:19][CH:18]3[CH3:30])=[CH:14][CH:15]=[CH:16][C:9]1=2.[Cl:31]CCl.[ClH:34]. (5) Given the product [CH3:22][O:21][C:11]1[CH:10]=[C:9]([NH:8][C:6]2[N:7]=[C:2]([O:1][S:36]([C:35]([F:54])([F:53])[F:34])(=[O:38])=[O:37])[C:3]3[CH2:26][N:25]([C:27]([O:29][C:30]([CH3:33])([CH3:32])[CH3:31])=[O:28])[CH2:24][CH2:23][C:4]=3[N:5]=2)[CH:14]=[CH:13][C:12]=1[N:15]1[CH:19]=[C:18]([CH3:20])[N:17]=[CH:16]1, predict the reactants needed to synthesize it. The reactants are: [OH:1][C:2]1[C:3]2[CH2:26][N:25]([C:27]([O:29][C:30]([CH3:33])([CH3:32])[CH3:31])=[O:28])[CH2:24][CH2:23][C:4]=2[N:5]=[C:6]([NH:8][C:9]2[CH:14]=[CH:13][C:12]([N:15]3[CH:19]=[C:18]([CH3:20])[N:17]=[CH:16]3)=[C:11]([O:21][CH3:22])[CH:10]=2)[N:7]=1.[F:34][C:35]([F:54])([F:53])[S:36](N(C1C=CC=CC=1)[S:36]([C:35]([F:54])([F:53])[F:34])(=[O:38])=[O:37])(=[O:38])=[O:37].N12CCCN=C1CCCCC2. (6) Given the product [CH3:15][N:14]([CH3:16])[CH2:13][CH2:12][N:8]1[C:9]2[C:4](=[CH:3][C:2]([NH2:1])=[CH:11][CH:10]=2)[CH2:5][CH2:6][CH2:7]1, predict the reactants needed to synthesize it. The reactants are: [NH2:1][C:2]1[CH:3]=[C:4]2[C:9](=[CH:10][CH:11]=1)[N:8]([CH2:12][CH2:13][N:14]([CH3:16])[CH3:15])[C:7](=O)[CH2:6][CH2:5]2.[H-].[H-].[H-].[H-].[Li+].[Al+3].[OH-].[Na+].[O-]S([O-])(=O)=O.[Na+].[Na+]. (7) Given the product [Cl:16][C:8]1[C:7]([CH3:13])=[N:6][C:5]2[C:10]([N:9]=1)=[CH:11][C:2]([Cl:1])=[CH:3][CH:4]=2, predict the reactants needed to synthesize it. The reactants are: [Cl:1][C:2]1[CH:11]=[C:10]2[C:5]([N:6]=[C:7]([CH3:13])[C:8](=O)[NH:9]2)=[CH:4][CH:3]=1.P(Cl)(Cl)([Cl:16])=O. (8) The reactants are: P(Cl)(Cl)(Cl)=O.CN([CH:14]=[O:15])C1C=CC=CC=1.[CH2:16]([O:18][C:19]([C:21]1[NH:22][C:23]2[C:28]([CH:29]=1)=[CH:27][C:26]([Cl:30])=[CH:25][CH:24]=2)=[O:20])[CH3:17].C([O-])(=O)C.[Na+]. Given the product [CH2:16]([O:18][C:19]([C:21]1[NH:22][C:23]2[C:28]([C:29]=1[CH:14]=[O:15])=[CH:27][C:26]([Cl:30])=[CH:25][CH:24]=2)=[O:20])[CH3:17], predict the reactants needed to synthesize it. (9) Given the product [CH2:16]([O:15][C:13](=[O:14])/[C:12](/[OH:18])=[CH:8]/[C:6]1[C:5]([N+:9]([O-:11])=[O:10])=[CH:4][N:3]=[C:2]([Cl:1])[CH:7]=1)[CH3:17], predict the reactants needed to synthesize it. The reactants are: [Cl:1][C:2]1[CH:7]=[C:6]([CH3:8])[C:5]([N+:9]([O-:11])=[O:10])=[CH:4][N:3]=1.[C:12](OCC)(=[O:18])[C:13]([O:15][CH2:16][CH3:17])=[O:14].N12CCCN=C1CCCCC2.